From a dataset of Reaction yield outcomes from USPTO patents with 853,638 reactions. Predict the reaction yield, written as a fraction of the theoretical maximum amount of product (1.0 means a 100% yield; for example, 0.34 means a 34% yield). The reactants are [Li][CH2:2][CH2:3][CH2:4][CH3:5].[O:6]=[C:7]1[N:12]([C:13]([O:15][C:16]([CH3:19])([CH3:18])[CH3:17])=[O:14])[CH2:11][CH2:10][N:9]2[C:20](=[O:23])[CH2:21][CH2:22][C@@H:8]12. The catalyst is C1COCC1. The product is [CH2:2]1[C:7]2[CH:8]=[CH:22][CH:21]=[C:20]([C:7]([C@@H:8]3[CH2:22][CH2:21][C:20](=[O:23])[N:9]3[CH2:10][CH2:11][NH:12][C:13](=[O:14])[O:15][C:16]([CH3:19])([CH3:18])[CH3:17])=[O:6])[C:5]=2[CH2:4][CH2:3]1. The yield is 0.410.